This data is from Forward reaction prediction with 1.9M reactions from USPTO patents (1976-2016). The task is: Predict the product of the given reaction. (1) Given the reactants [NH2:1][C:2]1[C:7]([Cl:8])=[C:6]([Cl:9])[N:5]=[C:4]([C:10]([O:12][CH3:13])=[O:11])[C:3]=1I.[CH:15]([Sn](CCCC)(CCCC)CCCC)=[CH2:16], predict the reaction product. The product is: [NH2:1][C:2]1[C:7]([Cl:8])=[C:6]([Cl:9])[N:5]=[C:4]([C:10]([O:12][CH3:13])=[O:11])[C:3]=1[CH:15]=[CH2:16]. (2) The product is: [CH3:2][CH2:1][N:3]([CH2:4][CH2:5][NH:6][C:7]([C:9]1[C:13]([CH3:14])=[C:12](/[CH:15]=[C:24]2/[C:23]3[CH:22]=[C:21]([F:20])[CH:29]=[CH:28][C:27]=3[NH:26][C:25]/2=[O:30])[NH:11][C:10]=1[CH3:17])=[O:8])[CH2:18][CH3:19]. Given the reactants [CH2:1]([N:3]([CH2:18][CH3:19])[CH2:4][CH2:5][NH:6][C:7]([C:9]1[C:13]([CH3:14])=[C:12]([CH:15]=O)[NH:11][C:10]=1[CH3:17])=[O:8])[CH3:2].[F:20][C:21]1[CH:22]=[C:23]2[C:27](=[CH:28][CH:29]=1)[NH:26][C:25](=[O:30])[CH2:24]2.CCCCCCCC.CCCCCCCCC.CCCCCCCCCC.N1CCCC1, predict the reaction product. (3) Given the reactants [CH2:1]([C:5]1[C:9](/[CH:10]=[CH:11]/[C:12]2[S:13][C:14]([C:18]([OH:20])=O)=[C:15]([CH3:17])[N:16]=2)=[C:8]([CH3:21])[O:7][N:6]=1)[CH2:2][CH2:3][CH3:4].[NH2:22][N:23]1[CH2:28][CH2:27][O:26][CH2:25][CH2:24]1, predict the reaction product. The product is: [N:23]1([NH:22][C:18]([C:14]2[S:13][C:12](/[CH:11]=[CH:10]/[C:9]3[C:5]([CH2:1][CH2:2][CH2:3][CH3:4])=[N:6][O:7][C:8]=3[CH3:21])=[N:16][C:15]=2[CH3:17])=[O:20])[CH2:28][CH2:27][O:26][CH2:25][CH2:24]1. (4) Given the reactants [CH3:1][C:2]1[CH:11]=[C:10]([CH2:12][O:13][C:14]2[CH:19]=[CH:18][C:17]([S:20]([NH:23][CH:24]3[CH2:29][CH2:28][O:27][CH2:26][CH:25]3[C:30](O)=[O:31])(=[O:22])=[O:21])=[CH:16][CH:15]=2)[C:9]2[C:4](=[CH:5][CH:6]=[CH:7][CH:8]=2)[N:3]=1.[OH:33][N:34]1C2C=CC=CC=2N=N1.Cl.C(N=C=N)C.NO, predict the reaction product. The product is: [OH:33][NH:34][C:30]([C@H:25]1[C@H:24]([NH:23][S:20]([C:17]2[CH:18]=[CH:19][C:14]([O:13][CH2:12][C:10]3[C:9]4[C:4](=[CH:5][CH:6]=[CH:7][CH:8]=4)[N:3]=[C:2]([CH3:1])[CH:11]=3)=[CH:15][CH:16]=2)(=[O:22])=[O:21])[CH2:29][CH2:28][O:27][CH2:26]1)=[O:31]. (5) Given the reactants [F:1][C:2]1[C:15]2[C:14](=[O:16])[C:13]3[C:8](=[CH:9][CH:10]=[CH:11][CH:12]=3)[S:7][C:6]=2[C:5]([OH:17])=[CH:4][CH:3]=1.[S:18](O[S:18]([C:21]([F:24])([F:23])[F:22])(=[O:20])=[O:19])([C:21]([F:24])([F:23])[F:22])(=[O:20])=[O:19], predict the reaction product. The product is: [F:22][C:21]([F:24])([F:23])[S:18]([O:17][C:5]1[C:6]2[S:7][C:8]3[C:13](=[CH:12][CH:11]=[CH:10][CH:9]=3)[C:14](=[O:16])[C:15]=2[C:2]([F:1])=[CH:3][CH:4]=1)(=[O:20])=[O:19]. (6) Given the reactants [CH2:1]([N:8]1[C:17](=[O:18])[C:16]2[C:11](=[CH:12][C:13]([O:20][CH3:21])=[C:14]([OH:19])[CH:15]=2)[N:10]=[CH:9]1)[C:2]1[CH:7]=[CH:6][CH:5]=[CH:4][CH:3]=1.C(=O)([O-])[O-].[K+].[K+].CS(O[CH:33]1[CH2:42][CH2:41][C:36]2([O:40][CH2:39][CH2:38][O:37]2)[CH2:35][CH2:34]1)(=O)=O.O, predict the reaction product. The product is: [CH2:1]([N:8]1[C:17](=[O:18])[C:16]2[C:11](=[CH:12][C:13]([O:20][CH3:21])=[C:14]([O:19][CH:33]3[CH2:42][CH2:41][C:36]4([O:40][CH2:39][CH2:38][O:37]4)[CH2:35][CH2:34]3)[CH:15]=2)[N:10]=[CH:9]1)[C:2]1[CH:3]=[CH:4][CH:5]=[CH:6][CH:7]=1. (7) Given the reactants [CH3:1][N:2]1[CH:6]=[CH:5][CH:4]=[N:3]1.C([Li])(C)(C)C.[O:12]1[CH2:14][CH2:13]1.[Cl-].[NH4+], predict the reaction product. The product is: [CH3:1][N:2]1[C:6]([CH2:14][CH2:13][OH:12])=[CH:5][CH:4]=[N:3]1.